Dataset: Reaction yield outcomes from USPTO patents with 853,638 reactions. Task: Predict the reaction yield, written as a fraction of the theoretical maximum amount of product (1.0 means a 100% yield; for example, 0.34 means a 34% yield). (1) The product is [CH:15]([N:13]([CH3:14])[C@@H:10]1[CH2:11][CH2:12][C@H:7]([N:4]2[CH2:5][CH2:6][C@H:2]([NH:1][C:34]3[C:43]4[C:38](=[CH:39][CH:40]=[C:41]([C:44]([F:46])([F:47])[F:45])[CH:42]=4)[N:37]=[CH:36][N:35]=3)[C:3]2=[O:25])[C@H:8]([CH2:18][S:19]([CH:22]([CH3:24])[CH3:23])(=[O:21])=[O:20])[CH2:9]1)([CH3:17])[CH3:16]. The reactants are [NH2:1][C@H:2]1[CH2:6][CH2:5][N:4]([C@H:7]2[CH2:12][CH2:11][C@@H:10]([N:13]([CH:15]([CH3:17])[CH3:16])[CH3:14])[CH2:9][C@H:8]2[CH2:18][S:19]([CH:22]([CH3:24])[CH3:23])(=[O:21])=[O:20])[C:3]1=[O:25].C(N(CC)CC)C.Cl[C:34]1[C:43]2[C:38](=[CH:39][CH:40]=[C:41]([C:44]([F:47])([F:46])[F:45])[CH:42]=2)[N:37]=[CH:36][N:35]=1. The yield is 0.440. The catalyst is CCO. (2) The yield is 0.867. No catalyst specified. The reactants are [C@@H:1]1([N:8]2[CH:16]=[C:14]([CH3:15])[C:12](=[O:13])[NH:11][C:9]2=[O:10])[O:7][C@H:4]([CH2:5][OH:6])[CH:3]=[CH:2]1.[CH:17](O)([CH3:19])[CH3:18]. The product is [CH3:15][C:14]1[C:12](=[O:13])[NH:11][C:9](=[O:10])[N:8]([C@@H:1]2[O:7][C@H:4]([CH2:5][OH:6])[CH:3]=[CH:2]2)[CH:16]=1.[CH3:1][N:8]1[C:9](=[O:10])[N:11]([CH3:12])[CH2:19][CH2:17][CH2:18]1.